From a dataset of Forward reaction prediction with 1.9M reactions from USPTO patents (1976-2016). Predict the product of the given reaction. (1) Given the reactants Cl.[NH2:2][CH:3]1[CH2:12][CH2:11][C:10]2[C:5](=[CH:6][CH:7]=[C:8]([Br:13])[CH:9]=2)[C:4]1=[O:14].C(N(C(C)C)CC)(C)C.[C:24](Cl)(=[O:30])[CH2:25][CH2:26][CH2:27][CH2:28][CH3:29], predict the reaction product. The product is: [Br:13][C:8]1[CH:9]=[C:10]2[C:5](=[CH:6][CH:7]=1)[C:4](=[O:14])[CH:3]([NH:2][C:24](=[O:30])[CH2:25][CH2:26][CH2:27][CH2:28][CH3:29])[CH2:12][CH2:11]2. (2) Given the reactants [C:1](=O)([O:33]C1C=CC([N+]([O-])=O)=CC=1)[O:2][CH:3]([CH3:32])[C:4](=[C:13]1[CH2:16][N:15]([CH:17]([C:25]2[CH:30]=[CH:29][C:28]([Cl:31])=[CH:27][CH:26]=2)[C:18]2[CH:23]=[CH:22][C:21]([Cl:24])=[CH:20][CH:19]=2)[CH2:14]1)[C:5]1[CH:10]=[C:9]([F:11])[CH:8]=[C:7]([F:12])[CH:6]=1.[CH:44]([NH2:47])([CH3:46])[CH3:45], predict the reaction product. The product is: [CH:44]([NH:47][C:1](=[O:33])[O:2][CH:3]([CH3:32])[C:4](=[C:13]1[CH2:14][N:15]([CH:17]([C:25]2[CH:26]=[CH:27][C:28]([Cl:31])=[CH:29][CH:30]=2)[C:18]2[CH:23]=[CH:22][C:21]([Cl:24])=[CH:20][CH:19]=2)[CH2:16]1)[C:5]1[CH:10]=[C:9]([F:11])[CH:8]=[C:7]([F:12])[CH:6]=1)([CH3:46])[CH3:45]. (3) Given the reactants C1(C)C=CC=CC=1.Br[C:9]1[CH:34]=[N:33][C:12]2[O:13][C:14]([CH3:32])([CH3:31])[C:15](=[O:30])[N:16]([CH:17]3[CH2:22][CH2:21][N:20]([C:23]([O:25][C:26]([CH3:29])([CH3:28])[CH3:27])=[O:24])[CH2:19][CH2:18]3)[C:11]=2[CH:10]=1.CC1C=NC2C(C=1C)=CC=C1C=2N=CC(C)=C1C.[C:53](=O)([O-])[O-:54].[Cs+].[Cs+], predict the reaction product. The product is: [CH3:53][O:54][C:9]1[CH:34]=[N:33][C:12]2[O:13][C:14]([CH3:32])([CH3:31])[C:15](=[O:30])[N:16]([CH:17]3[CH2:22][CH2:21][N:20]([C:23]([O:25][C:26]([CH3:29])([CH3:28])[CH3:27])=[O:24])[CH2:19][CH2:18]3)[C:11]=2[CH:10]=1. (4) Given the reactants [C:1]([O:5][C:6]([NH:8][C@@H:9]([CH2:13][Si:14]([CH3:17])([CH3:16])[CH3:15])[C:10]([OH:12])=O)=[O:7])([CH3:4])([CH3:3])[CH3:2].CN(C(ON1N=[N:33][C:28]2[CH:29]=[CH:30]C=[N:32][C:27]1=2)=[N+](C)C)C.F[P-](F)(F)(F)(F)F.Cl.NC1(C#N)CC1.CN1CCOCC1, predict the reaction product. The product is: [C:1]([O:5][C:6](=[O:7])[NH:8][C@H:9]([C:10](=[O:12])[NH:33][C:28]1([C:27]#[N:32])[CH2:30][CH2:29]1)[CH2:13][Si:14]([CH3:17])([CH3:16])[CH3:15])([CH3:2])([CH3:3])[CH3:4]. (5) Given the reactants [OH-].[Na+].[CH2:3]([C@@H:5]1[CH2:9][C@H:8]([OH:10])[CH2:7][C@@H:6]1[C:11]([O:13]CC)=[O:12])[CH3:4], predict the reaction product. The product is: [CH2:3]([C@@H:5]1[CH2:9][C@H:8]([OH:10])[CH2:7][C@@H:6]1[C:11]([OH:13])=[O:12])[CH3:4].